Dataset: Full USPTO retrosynthesis dataset with 1.9M reactions from patents (1976-2016). Task: Predict the reactants needed to synthesize the given product. (1) Given the product [NH:34]1[C:42]2[C:37](=[CH:38][C:39]([O:43][C@H:44]3[CH2:49][CH2:48][C@H:47]([NH:50][C:1](=[O:4])[CH3:2])[CH2:46][CH2:45]3)=[CH:40][CH:41]=2)[CH:36]=[N:35]1, predict the reactants needed to synthesize it. The reactants are: [C:1]([OH:4])(=O)[CH3:2].C(N(CC)CC)C.ON1C2C=CC=CC=2N=N1.Cl.C(N=C=NCCCN(C)C)C.[NH:34]1[C:42]2[C:37](=[CH:38][C:39]([O:43][C@H:44]3[CH2:49][CH2:48][C@H:47]([NH2:50])[CH2:46][CH2:45]3)=[CH:40][CH:41]=2)[CH:36]=[N:35]1.[OH-].[Li+]. (2) The reactants are: Br[C:2]1[CH:7]=[CH:6][CH:5]=[C:4]([Cl:8])[C:3]=1[Cl:9].C([Li])CCC.C[O:16][B:17](OC)[O:18]C.Cl. Given the product [Cl:9][C:3]1[C:4]([Cl:8])=[CH:5][CH:6]=[CH:7][C:2]=1[B:17]([OH:18])[OH:16], predict the reactants needed to synthesize it.